From a dataset of hERG potassium channel inhibition data for cardiac toxicity prediction from Karim et al.. Regression/Classification. Given a drug SMILES string, predict its toxicity properties. Task type varies by dataset: regression for continuous values (e.g., LD50, hERG inhibition percentage) or binary classification for toxic/non-toxic outcomes (e.g., AMES mutagenicity, cardiotoxicity, hepatotoxicity). Dataset: herg_karim. (1) The compound is Cc1c(C(=O)Nc2ccn(C)n2)ncn1Cc1cccc(C(F)(F)F)c1. The result is 0 (non-blocker). (2) The molecule is Fc1ccc(-n2cc(C3CC[N+](CCN4CCNC4=S)CC3)c3cc(Cl)ccc32)cc1. The result is 1 (blocker). (3) The drug is CNc1nc(-c2ccc3c(N)n[nH]c3c2)cc(N2C[C@@H](C(=O)NC3CCCCC3)CC[C@H]2C)n1. The result is 0 (non-blocker). (4) The drug is CN(C/C=C/c1ccc(C(F)(F)F)cc1)Cc1ccc2c(c1)CCCC2.Cl. The result is 1 (blocker).